Dataset: Reaction yield outcomes from USPTO patents with 853,638 reactions. Task: Predict the reaction yield, written as a fraction of the theoretical maximum amount of product (1.0 means a 100% yield; for example, 0.34 means a 34% yield). (1) The reactants are C(O[C:6]([N:8]1[CH2:13][CH2:12][N:11]([C:14]([O:16][C:17]([CH3:20])([CH3:19])[CH3:18])=[O:15])[CH2:10][CH:9]1[C:21]([OH:23])=O)=[O:7])(C)(C)C.B.C1COCC1.[H-].[Na+]. The catalyst is C1COCC1. The product is [O:7]=[C:6]1[N:8]2[CH2:13][CH2:12][N:11]([C:14]([O:16][C:17]([CH3:18])([CH3:19])[CH3:20])=[O:15])[CH2:10][CH:9]2[CH2:21][O:23]1. The yield is 0.590. (2) The reactants are [Cl:1][C:2]1[N:7]=[C:6]([C:8]([O:10][CH2:11][CH3:12])=[O:9])[C:5](F)=[CH:4][N:3]=1.[CH3:14][C:15]1([CH2:19][NH2:20])[CH2:18][O:17][CH2:16]1. No catalyst specified. The product is [Cl:1][C:2]1[N:7]=[C:6]([C:8]([O:10][CH2:11][CH3:12])=[O:9])[C:5]([NH:20][CH2:19][C:15]2([CH3:14])[CH2:18][O:17][CH2:16]2)=[CH:4][N:3]=1. The yield is 0.480. (3) The reactants are [ClH:1].[C:2]([N:5]1[C:14]2[C:9](=[CH:10][C:11]([C:15]3[N:16]=[N:17][N:18]([CH2:20][CH2:21][NH:22]C(OC(C)(C)C)=O)[CH:19]=3)=[CH:12][CH:13]=2)[C@H:8]([NH:30][C:31](=[O:36])[O:32][CH:33]([CH3:35])[CH3:34])[CH2:7][C@@H:6]1[CH3:37])(=[O:4])[CH3:3].CCOCC. The catalyst is O1CCOCC1. The product is [ClH:1].[C:2]([N:5]1[C:14]2[C:9](=[CH:10][C:11]([C:15]3[N:16]=[N:17][N:18]([CH2:20][CH2:21][NH2:22])[CH:19]=3)=[CH:12][CH:13]=2)[C@H:8]([NH:30][C:31](=[O:36])[O:32][CH:33]([CH3:34])[CH3:35])[CH2:7][C@@H:6]1[CH3:37])(=[O:4])[CH3:3]. The yield is 0.800.